This data is from Full USPTO retrosynthesis dataset with 1.9M reactions from patents (1976-2016). The task is: Predict the reactants needed to synthesize the given product. (1) Given the product [CH3:15][C:11]1([CH3:14])[C:10]2([CH2:9][N:8]([C:6]3[CH:39]=[C:38]([NH:40][C:41]4[NH:42][N:43]=[C:44]([CH3:46])[CH:45]=4)[N:37]=[C:36]([S:47][C:48]4[CH:53]=[CH:52][C:51]([NH:54][C:55](=[O:58])[CH2:56][CH3:57])=[CH:50][CH:49]=4)[N:35]=3)[CH2:16]2)[O:13][CH2:12]1, predict the reactants needed to synthesize it. The reactants are: C(O[C:6]([N:8]1[CH2:16][C:10]2([O:13][CH2:12][C:11]2([CH3:15])[CH3:14])[CH2:9]1)=O)(C)(C)C.FC(F)(F)C(O)=O.C(N(C(C)C)CC)(C)C.ClC1[CH:39]=[C:38]([NH:40][C:41]2[NH:42][N:43]=[C:44]([CH3:46])[CH:45]=2)[N:37]=[C:36]([S:47][C:48]2[CH:53]=[CH:52][C:51]([NH:54][C:55](=[O:58])[CH2:56][CH3:57])=[CH:50][CH:49]=2)[N:35]=1. (2) Given the product [CH3:33][CH2:34][CH2:32][CH2:30][CH2:29][CH2:28][CH2:27][CH2:26][CH2:25][CH2:24][CH2:23][O:22][C:20]([C:1]1[C:2]([C:7]([O:9][CH2:10][CH2:11][CH2:12][CH2:13][CH2:14][CH2:15][CH2:16][CH2:17][CH2:19][CH2:65][CH3:66])=[O:8])=[CH:3][CH:4]=[CH:5][CH:6]=1)=[O:21], predict the reactants needed to synthesize it. The reactants are: [CH:1]1([C:20]([O:22][CH2:23][CH2:24][CH2:25][CH2:26][CH2:27][CH2:28][CH2:29][CH:30]([CH3:32])C)=[O:21])[CH2:6][CH2:5][CH2:4][CH2:3][CH:2]1[C:7]([O:9][CH2:10][CH2:11][CH2:12][CH2:13][CH2:14][CH2:15][CH2:16][CH:17]([CH3:19])C)=[O:8].[C:33](OCCCCCCCC(C)C)(=O)[C:34]1C(=CC=CC=1)C(OCCCCCCCC(C)C)=O.[CH2:65](C(CCCCC)COC(=O)C1C(=CC=CC=1)C(OCC(CCC)CCCCC)=O)[CH2:66]C. (3) Given the product [CH2:15]([O:11][CH2:10][C@H:9]([NH:8][C:6]([O:5][C:1]([CH3:4])([CH3:3])[CH3:2])=[O:7])[CH3:12])[C:16]1[CH:21]=[CH:20][CH:19]=[CH:18][CH:17]=1, predict the reactants needed to synthesize it. The reactants are: [C:1]([O:5][C:6]([NH:8][C@H:9]([CH3:12])[CH2:10][OH:11])=[O:7])([CH3:4])([CH3:3])[CH3:2].[H-].[Na+].[CH2:15](Br)[C:16]1[CH:21]=[CH:20][CH:19]=[CH:18][CH:17]=1.O. (4) Given the product [CH3:1][C@H:2]([NH:11][C:12](=[O:19])[CH2:13][C:14](=[O:18])[CH2:15][CH2:16][CH2:17][CH2:1][CH2:2][CH2:3][CH3:4])[CH2:3][C:4](=[O:9])[CH3:10], predict the reactants needed to synthesize it. The reactants are: [CH3:1][C@H:2]([NH:11][C:12](=[O:19])[CH2:13][C:14](=[O:18])[CH2:15][CH2:16][CH3:17])[CH2:3][C:4]1([CH3:10])[O:9]CCCO1. (5) Given the product [CH2:1]([NH:8][CH2:9][CH2:10][C:11]1[CH:25]=[CH:24][C:14]([O:15][C:16]2[CH:23]=[CH:22][C:19]([C:20]([NH2:21])=[O:30])=[CH:18][N:17]=2)=[C:13]([CH3:26])[CH:12]=1)[C:2]1[CH:3]=[CH:4][CH:5]=[CH:6][CH:7]=1, predict the reactants needed to synthesize it. The reactants are: [CH2:1]([NH:8][CH2:9][CH2:10][C:11]1[CH:25]=[CH:24][C:14]([O:15][C:16]2[CH:23]=[CH:22][C:19]([C:20]#[N:21])=[CH:18][N:17]=2)=[C:13]([CH3:26])[CH:12]=1)[C:2]1[CH:7]=[CH:6][CH:5]=[CH:4][CH:3]=1.OO.C([O-])([O-])=[O:30].[K+].[K+]. (6) Given the product [O:1]1[C:6]2[CH:7]=[CH:8][CH:9]=[CH:10][C:5]=2[O:4][CH2:3][CH:2]1[CH2:11][N:12]1[CH2:16][CH2:15][CH:14]([CH2:17][O:18][CH2:26][CH2:25][OH:29])[CH2:13]1, predict the reactants needed to synthesize it. The reactants are: [O:1]1[C:6]2[CH:7]=[CH:8][CH:9]=[CH:10][C:5]=2[O:4][CH2:3][CH:2]1[CH2:11][N:12]1[CH2:16][CH2:15][CH:14]([CH2:17][OH:18])[CH2:13]1.[Br-].C([NH3+])(C)(C)C.[C:25]([O:29]C(=O)CBr)(C)(C)[CH3:26].[H-].[H-].[H-].[H-].[Li+].[Al+3]. (7) Given the product [C:18]([O:17][C:15]([N:22]1[CH2:27][CH2:26][CH:25]([C:28]2[S:29][CH:2]=[C:3]([C:5]3[C:13]4[C:8](=[N:9][CH:10]=[C:11]([Br:14])[CH:12]=4)[NH:7][CH:6]=3)[N:30]=2)[CH2:24][CH2:23]1)=[O:16])([CH3:21])([CH3:19])[CH3:20], predict the reactants needed to synthesize it. The reactants are: Br[CH2:2][C:3]([C:5]1[C:13]2[C:8](=[N:9][CH:10]=[C:11]([Br:14])[CH:12]=2)[NH:7][CH:6]=1)=O.[C:15]([N:22]1[CH2:27][CH2:26][CH:25]([C:28]([NH2:30])=[S:29])[CH2:24][CH2:23]1)([O:17][C:18]([CH3:21])([CH3:20])[CH3:19])=[O:16].C([O-])(O)=O.[Na+]. (8) Given the product [CH3:13][S:10]([O:8][CH:6]1[CH2:5][CH:4]([CH3:9])[O:3][CH:2]([CH3:1])[CH2:7]1)(=[O:12])=[O:11], predict the reactants needed to synthesize it. The reactants are: [CH3:1][CH:2]1[CH2:7][CH:6]([OH:8])[CH2:5][CH:4]([CH3:9])[O:3]1.[S:10](Cl)([CH3:13])(=[O:12])=[O:11].CCN(CC)CC. (9) The reactants are: [C:1]([O:5][C:6]([NH:8][C@@:9]1([C:24]([O:26][C:27]([CH3:30])([CH3:29])[CH3:28])=[O:25])[C:14](=[CH2:15])[C:13](=[O:16])[C@@H:12]2[C@H:10]1[C@H:11]2[C:17]([O:19][C:20]([CH3:23])([CH3:22])[CH3:21])=[O:18])=[O:7])([CH3:4])([CH3:3])[CH3:2].[F:31][C:32]1[CH:33]=[C:34]([SH:39])[CH:35]=[CH:36][C:37]=1[F:38]. Given the product [C:1]([O:5][C:6]([NH:8][C@@:9]1([C:24]([O:26][C:27]([CH3:30])([CH3:29])[CH3:28])=[O:25])[C@H:14]([CH2:15][S:39][C:34]2[CH:35]=[CH:36][C:37]([F:38])=[C:32]([F:31])[CH:33]=2)[C:13](=[O:16])[C@@H:12]2[C@H:10]1[C@H:11]2[C:17]([O:19][C:20]([CH3:21])([CH3:23])[CH3:22])=[O:18])=[O:7])([CH3:4])([CH3:2])[CH3:3], predict the reactants needed to synthesize it. (10) Given the product [N:13]1([C:10]2[CH:11]=[CH:12][C:7]([C:6]([OH:18])=[O:5])=[CH:8][N:9]=2)[CH2:14][CH2:15][CH2:16][CH2:17]1, predict the reactants needed to synthesize it. The reactants are: [Li+].[OH-].C([O:5][C:6](=[O:18])[C:7]1[CH:12]=[CH:11][C:10]([N:13]2[CH2:17][CH2:16][CH2:15][CH2:14]2)=[N:9][CH:8]=1)C.